Dataset: Full USPTO retrosynthesis dataset with 1.9M reactions from patents (1976-2016). Task: Predict the reactants needed to synthesize the given product. (1) Given the product [CH2:1]([C:3]1([CH2:13][C:14]([O:16][CH3:17])=[O:15])[C:11]2[C:6](=[CH:7][CH:8]=[C:9]([OH:12])[CH:10]=2)[CH2:5][CH2:4]1)[CH3:2], predict the reactants needed to synthesize it. The reactants are: [CH2:1]([C:3]1([CH2:13][C:14]([OH:16])=[O:15])[C:11]2[C:6](=[CH:7][CH:8]=[C:9]([OH:12])[CH:10]=2)[CH2:5][CH2:4]1)[CH3:2].[CH2:17](Cl)Cl.CO.C[Si](C=[N+]=[N-])(C)C.C(O)(=O)C. (2) Given the product [Si:6]([C:13]1[N:14]([S:18]([N:21]([CH3:23])[CH3:22])(=[O:20])=[O:19])[C:15]([CH:30]([C:29]2[CH:32]=[CH:33][C:26]([C:24]#[N:25])=[CH:27][CH:28]=2)[OH:31])=[CH:16][N:17]=1)([C:9]([CH3:12])([CH3:11])[CH3:10])([CH3:8])[CH3:7], predict the reactants needed to synthesize it. The reactants are: C([Li])CCC.[Si:6]([C:13]1[N:14]([S:18]([N:21]([CH3:23])[CH3:22])(=[O:20])=[O:19])[CH:15]=[CH:16][N:17]=1)([C:9]([CH3:12])([CH3:11])[CH3:10])([CH3:8])[CH3:7].[C:24]([C:26]1[CH:33]=[CH:32][C:29]([CH:30]=[O:31])=[CH:28][CH:27]=1)#[N:25].C([O-])(O)=O.[Na+].